Predict the reactants needed to synthesize the given product. From a dataset of Full USPTO retrosynthesis dataset with 1.9M reactions from patents (1976-2016). The reactants are: [O:1]1[CH2:5][CH2:4][O:3][CH:2]1[C:6]1[CH:7]=[CH:8][C:9]2[O:13][C:12]([C:14]([C:16]3[CH:21]=[CH:20][C:19]([F:22])=[CH:18][CH:17]=3)=O)=[CH:11][C:10]=2[CH:23]=1.O.NN.[OH-].[K+].[Na+].[Cl-]. Given the product [O:1]1[CH2:5][CH2:4][O:3][CH:2]1[C:6]1[CH:7]=[CH:8][C:9]2[O:13][C:12]([CH2:14][C:16]3[CH:21]=[CH:20][C:19]([F:22])=[CH:18][CH:17]=3)=[CH:11][C:10]=2[CH:23]=1, predict the reactants needed to synthesize it.